Dataset: Peptide-MHC class I binding affinity with 185,985 pairs from IEDB/IMGT. Task: Regression. Given a peptide amino acid sequence and an MHC pseudo amino acid sequence, predict their binding affinity value. This is MHC class I binding data. (1) The peptide sequence is PQVLGGLSF. The MHC is HLA-A02:01 with pseudo-sequence HLA-A02:01. The binding affinity (normalized) is 0.0847. (2) The peptide sequence is SAISNLEQL. The MHC is H-2-Kb with pseudo-sequence H-2-Kb. The binding affinity (normalized) is 0.270.